This data is from Reaction yield outcomes from USPTO patents with 853,638 reactions. The task is: Predict the reaction yield, written as a fraction of the theoretical maximum amount of product (1.0 means a 100% yield; for example, 0.34 means a 34% yield). (1) The reactants are Cl[C:2]1[N:7]=[C:6]([Cl:8])[N:5]=[C:4]([NH:9][N:10]2[CH2:14][C:13](=[O:15])[NH:12][C:11]2=[O:16])[N:3]=1.C([O-])([O-])=O.[K+].[K+].[CH3:23][O:24][C:25]1[CH:30]=[CH:29][C:28]([CH2:31][NH2:32])=[CH:27][CH:26]=1. The catalyst is CC#N. The product is [Cl:8][C:6]1[N:7]=[C:2]([NH:32][CH2:31][C:28]2[CH:29]=[CH:30][C:25]([O:24][CH3:23])=[CH:26][CH:27]=2)[N:3]=[C:4]([NH:9][N:10]2[CH2:14][C:13](=[O:15])[NH:12][C:11]2=[O:16])[N:5]=1. The yield is 0.660. (2) The reactants are [NH2:1][C:2]1[CH:10]=[C:9]([Br:11])[CH:8]=[CH:7][C:3]=1[C:4]([OH:6])=[O:5].[CH3:12][C:13](=O)[CH2:14][CH2:15][C:16](=O)[CH3:17]. The catalyst is C1(C)C=CC=CC=1. The product is [Br:11][C:9]1[CH:8]=[CH:7][C:3]([C:4]([OH:6])=[O:5])=[C:2]([N:1]2[C:16]([CH3:17])=[CH:15][CH:14]=[C:13]2[CH3:12])[CH:10]=1. The yield is 0.560. (3) The reactants are [C:1]1([C:21]2[CH:26]=[CH:25][CH:24]=[CH:23][CH:22]=2)[CH:6]=[CH:5][C:4]([C:7]2[CH:8]=[C:9]3[C:13](=[CH:14][C:15]=2[Cl:16])[NH:12][CH:11]=[C:10]3[C:17]([O:19]C)=[O:18])=[CH:3][CH:2]=1.[OH-].[Na+].Cl. The catalyst is CO. The product is [C:1]1([C:21]2[CH:22]=[CH:23][CH:24]=[CH:25][CH:26]=2)[CH:6]=[CH:5][C:4]([C:7]2[CH:8]=[C:9]3[C:13](=[CH:14][C:15]=2[Cl:16])[NH:12][CH:11]=[C:10]3[C:17]([OH:19])=[O:18])=[CH:3][CH:2]=1. The yield is 0.350. (4) The reactants are [F:1][C:2]1[CH:10]=[CH:9][CH:8]=[C:7]([N+:11]([O-:13])=[O:12])[C:3]=1[C:4]([NH2:6])=[O:5].CC1(C)C2C(=C(P(C3C=CC=CC=3)C3C=CC=CC=3)C=CC=2)OC2C(P(C3C=CC=CC=3)C3C=CC=CC=3)=CC=CC1=2.C(=O)([O-])[O-].[Cs+].[Cs+].Br[C:63]1[CH:68]=[CH:67][CH:66]=[C:65]([O:69][CH2:70][C:71]([F:77])([F:76])[C:72]([F:75])([F:74])[F:73])[CH:64]=1. The product is [F:1][C:2]1[CH:10]=[CH:9][CH:8]=[C:7]([N+:11]([O-:13])=[O:12])[C:3]=1[C:4]([NH:6][C:67]1[CH:68]=[CH:63][CH:64]=[C:65]([O:69][CH2:70][C:71]([F:76])([F:77])[C:72]([F:74])([F:75])[F:73])[CH:66]=1)=[O:5]. The catalyst is O1CCOCC1.C([O-])(=O)C.[Pd+2].C([O-])(=O)C. The yield is 0.830. (5) The reactants are Br[C:2]1[CH:3]=[C:4]([CH:26]=[CH:27][CH:28]=1)[CH2:5][NH:6][C:7]1[N:12]=[C:11]([NH:13][CH2:14][C@H:15]2[CH2:20][CH2:19][C@H:18]([CH2:21][OH:22])[CH2:17][CH2:16]2)[C:10]([N+:23]([O-:25])=[O:24])=[CH:9][N:8]=1.C(=O)([O-])[O-].[Na+].[Na+].[CH2:35]([CH2:38]OC)OC. The catalyst is C1C=CC([P]([Pd]([P](C2C=CC=CC=2)(C2C=CC=CC=2)C2C=CC=CC=2)([P](C2C=CC=CC=2)(C2C=CC=CC=2)C2C=CC=CC=2)[P](C2C=CC=CC=2)(C2C=CC=CC=2)C2C=CC=CC=2)(C2C=CC=CC=2)C2C=CC=CC=2)=CC=1.O. The product is [NH2:6][CH2:5][C:4]1[CH:3]=[C:2]([C:2]2[CH:28]=[CH:27][CH:26]=[C:4]([CH2:5][NH:6][C:7]3[N:12]=[C:11]([NH:13][CH2:14][C@H:15]4[CH2:20][CH2:19][C@H:18]([CH2:21][OH:22])[CH2:17][CH2:16]4)[C:10]([N+:23]([O-:25])=[O:24])=[CH:9][N:8]=3)[CH:3]=2)[CH:28]=[CH:35][CH:38]=1. The yield is 0.370. (6) The reactants are [CH2:1]([O:3][C:4](=[O:17])[C:5]1[CH:10]=[CH:9][C:8]([CH3:11])=[C:7]([N:12]2[CH:16]=[CH:15][CH:14]=[N:13]2)[CH:6]=1)[CH3:2].[Br:18]Br. The catalyst is C(Cl)(Cl)Cl. The product is [CH2:1]([O:3][C:4](=[O:17])[C:5]1[CH:10]=[CH:9][C:8]([CH3:11])=[C:7]([N:12]2[CH:16]=[C:15]([Br:18])[CH:14]=[N:13]2)[CH:6]=1)[CH3:2]. The yield is 0.990.